Dataset: Catalyst prediction with 721,799 reactions and 888 catalyst types from USPTO. Task: Predict which catalyst facilitates the given reaction. (1) Reactant: C1(P(C2C=CC=CC=2)C2C=CC=CC=2)C=CC=CC=1.[C:20]([Br:24])(Br)(Br)Br.[Br:25][C:26]1[CH:31]=[CH:30][C:29](CO)=[C:28]([CH3:34])[CH:27]=1. Product: [Br:25][C:26]1[CH:31]=[CH:30][C:29]([CH2:20][Br:24])=[C:28]([CH3:34])[CH:27]=1. The catalyst class is: 2. (2) Reactant: CC(=C)C[O:4][C:5]1[CH:6]=[C:7]([CH:12]=[CH:13][C:14]=1[N+:15]([O-:17])=[O:16])[C:8]([O:10][CH3:11])=[O:9]. Product: [OH:4][C:5]1[C:6]([CH2:8][C:7]([CH3:12])=[CH2:6])=[C:7]([CH:12]=[CH:13][C:14]=1[N+:15]([O-:17])=[O:16])[C:8]([O:10][CH3:11])=[O:9]. The catalyst class is: 4. (3) Reactant: C1(COC([NH:11][CH:12]([CH2:16][NH:17][C:18]([C:20]2[CH:21]=[C:22]3[C:26](=[CH:27][CH:28]=2)[N:25]([CH2:29][CH2:30][CH2:31][NH:32][C:33]2[N:34]([C:38]([C:51]4[CH:56]=[CH:55][CH:54]=[CH:53][CH:52]=4)([C:45]4[CH:50]=[CH:49][CH:48]=[CH:47][CH:46]=4)[C:39]4[CH:44]=[CH:43][CH:42]=[CH:41][CH:40]=4)[CH:35]=[CH:36][N:37]=2)[N:24]=[CH:23]3)=[O:19])[C:13]([OH:15])=[O:14])=O)C=CC=CC=1. Product: [NH2:11][CH:12]([CH2:16][NH:17][C:18]([C:20]1[CH:21]=[C:22]2[C:26](=[CH:27][CH:28]=1)[N:25]([CH2:29][CH2:30][CH2:31][NH:32][C:33]1[N:34]([C:38]([C:39]3[CH:44]=[CH:43][CH:42]=[CH:41][CH:40]=3)([C:45]3[CH:50]=[CH:49][CH:48]=[CH:47][CH:46]=3)[C:51]3[CH:52]=[CH:53][CH:54]=[CH:55][CH:56]=3)[CH:35]=[CH:36][N:37]=1)[N:24]=[CH:23]2)=[O:19])[C:13]([OH:15])=[O:14]. The catalyst class is: 29. (4) The catalyst class is: 2. Reactant: [F:1][C:2]1([F:9])[CH2:7][CH2:6][CH:5]([OH:8])[CH2:4][CH2:3]1.C(N(CC)CC)C.[CH3:17][S:18](Cl)(=[O:20])=[O:19]. Product: [CH3:17][S:18]([O:8][CH:5]1[CH2:6][CH2:7][C:2]([F:9])([F:1])[CH2:3][CH2:4]1)(=[O:20])=[O:19]. (5) Reactant: [CH3:1][C:2]1[CH:7]=[C:6]([CH3:8])[C:5]([N:9]2[C:16]3[N:12]([N:13]=[C:14]([C:17]4[CH:18]=[N:19][CH:20]=[CH:21][CH:22]=4)[CH:15]=3)[CH:11]=[CH:10]2)=[CH:4][C:3]=1[NH:23][C:24]([C:26]1[CH:27]=[C:28]([CH2:38][C:39](O)=[O:40])[CH:29]=[C:30]([S:32]([F:37])([F:36])([F:35])([F:34])[F:33])[CH:31]=1)=[O:25].C[N:43](C(ON1N=NC2C=CC=NC1=2)=[N+](C)C)C.F[P-](F)(F)(F)(F)F.C(N(CC)C(C)C)(C)C.N.CCCCC.C(OC(C)C)(C)C. Product: [NH2:43][C:39](=[O:40])[CH2:38][C:28]1[CH:27]=[C:26]([CH:31]=[C:30]([S:32]([F:36])([F:37])([F:34])([F:33])[F:35])[CH:29]=1)[C:24]([NH:23][C:3]1[CH:4]=[C:5]([N:9]2[C:16]3[N:12]([N:13]=[C:14]([C:17]4[CH:18]=[N:19][CH:20]=[CH:21][CH:22]=4)[CH:15]=3)[CH:11]=[CH:10]2)[C:6]([CH3:8])=[CH:7][C:2]=1[CH3:1])=[O:25]. The catalyst class is: 198. (6) Product: [Br:4][C:5]1[C:6](=[O:7])[NH:2][NH:3][C:9](=[O:11])[CH:10]=1. Reactant: O.[NH2:2][NH2:3].[Br:4][C:5]1[C:6](O[C:9](=[O:11])[CH:10]=1)=[O:7].NN. The catalyst class is: 1.